From a dataset of Peptide-MHC class I binding affinity with 185,985 pairs from IEDB/IMGT. Regression. Given a peptide amino acid sequence and an MHC pseudo amino acid sequence, predict their binding affinity value. This is MHC class I binding data. (1) The MHC is SLA-10401 with pseudo-sequence SLA-10401. The binding affinity (normalized) is 0.340. The peptide sequence is SLHYFTSKY. (2) The peptide sequence is FIRYGDASL. The MHC is HLA-B15:01 with pseudo-sequence HLA-B15:01. The binding affinity (normalized) is 0.613. (3) The peptide sequence is ATFSRPGSL. The MHC is HLA-A01:01 with pseudo-sequence HLA-A01:01. The binding affinity (normalized) is 0.0847.